Dataset: Forward reaction prediction with 1.9M reactions from USPTO patents (1976-2016). Task: Predict the product of the given reaction. (1) Given the reactants [F:1][C:2]1[CH:3]=[C:4]([NH:10][C:11]2[C:20]3[C:15](=[CH:16][CH:17]=[CH:18][CH:19]=3)[N:14]=[C:13]([CH3:21])[N:12]=2)[CH:5]=[CH:6][C:7]=1[O:8][CH3:9].[CH3:22]I, predict the reaction product. The product is: [F:1][C:2]1[CH:3]=[C:4]([N:10]([C:11]2[C:20]3[C:15](=[CH:16][CH:17]=[CH:18][CH:19]=3)[N:14]=[C:13]([CH3:21])[N:12]=2)[CH3:22])[CH:5]=[CH:6][C:7]=1[O:8][CH3:9]. (2) Given the reactants [CH3:1][N:2]1[CH:6]=[C:5]([CH:7]=[N:8]O)[CH:4]=[N:3]1.[Cl-].[NH4+].[N-:12]=[N+:13]=[N-:14].[Na+].Cl, predict the reaction product. The product is: [CH3:1][N:2]1[CH:6]=[C:5]([C:7]2[N:8]=[N:12][NH:13][N:14]=2)[CH:4]=[N:3]1. (3) Given the reactants C([O:5][C:6](=[O:18])[C:7]1[C:12]([CH:13]2[CH2:15][CH2:14]2)=[CH:11][N:10]=[C:9]([Cl:16])[C:8]=1[F:17])(C)(C)C.Cl, predict the reaction product. The product is: [Cl:16][C:9]1[C:8]([F:17])=[C:7]([C:12]([CH:13]2[CH2:15][CH2:14]2)=[CH:11][N:10]=1)[C:6]([OH:18])=[O:5]. (4) Given the reactants ClC[C:3](Cl)=[O:4].[N:6]1([C:12]2[CH:33]=[CH:32][C:15]([NH:16][C:17]3[N:22]=[C:21]([C:23]4[N:27]([CH:28]([CH3:30])[CH3:29])[C:26]([CH3:31])=[N:25][CH:24]=4)[CH:20]=[CH:19][N:18]=3)=[CH:14][CH:13]=2)[CH2:11][CH2:10][NH:9][CH2:8][CH2:7]1.[CH2:34]([N:36]([CH2:39]C)[CH2:37]C)[CH3:35].CNC.C1C[O:47]CC1, predict the reaction product. The product is: [NH3:6].[CH3:3][OH:4].[CH3:37][N:36]([CH3:39])[CH2:34][C:35]([N:9]1[CH2:10][CH2:11][N:6]([C:12]2[CH:33]=[CH:32][C:15]([NH:16][C:17]3[N:22]=[C:21]([C:23]4[N:27]([CH:28]([CH3:30])[CH3:29])[C:26]([CH3:31])=[N:25][CH:24]=4)[CH:20]=[CH:19][N:18]=3)=[CH:14][CH:13]=2)[CH2:7][CH2:8]1)=[O:47].